This data is from Full USPTO retrosynthesis dataset with 1.9M reactions from patents (1976-2016). The task is: Predict the reactants needed to synthesize the given product. (1) Given the product [Cl:22][C:23]1[CH:28]=[C:27]([C:9]2[CH2:10][CH2:11][CH2:12][CH2:13][C:8]=2[C:5]2[CH:6]=[CH:7][C:2]([F:1])=[CH:3][CH:4]=2)[CH:26]=[CH:25][N:24]=1, predict the reactants needed to synthesize it. The reactants are: [F:1][C:2]1[CH:7]=[CH:6][C:5]([C:8]2[CH2:13][CH2:12][CH2:11][CH2:10][C:9]=2OS(C(F)(F)F)(=O)=O)=[CH:4][CH:3]=1.[Cl:22][C:23]1[CH:28]=[C:27](B2OC(C)(C)C(C)(C)O2)[CH:26]=[CH:25][N:24]=1.C(=O)([O-])[O-].[Na+].[Na+].CN(C=O)C. (2) Given the product [Cl:1][C:2]1[CH:3]=[CH:4][C:5]([CH:8]([C:18]2[CH:19]=[CH:20][CH:21]=[CH:22][CH:23]=2)[N:9]2[CH2:10][CH2:11][N:12]([CH2:15][CH2:16][O:17][CH2:27][C:28]([OH:30])=[O:29])[CH2:13][CH2:14]2)=[CH:6][CH:7]=1, predict the reactants needed to synthesize it. The reactants are: [Cl:1][C:2]1[CH:7]=[CH:6][C:5]([CH:8]([C:18]2[CH:23]=[CH:22][CH:21]=[CH:20][CH:19]=2)[N:9]2[CH2:14][CH2:13][N:12]([CH2:15][CH2:16][OH:17])[CH2:11][CH2:10]2)=[CH:4][CH:3]=1.[OH-].[K+].Cl[CH2:27][C:28]([O-:30])=[O:29].[Na+].O. (3) Given the product [F:17][C:10]([F:16])([CH2:9][NH:8][CH:18]([CH3:19])[CH3:26])[C:11]([O:13][CH2:14][CH3:15])=[O:12], predict the reactants needed to synthesize it. The reactants are: C([N:8]([CH2:18][C:19]1C=CC=CC=1)[CH2:9][C:10]([F:17])([F:16])[C:11]([O:13][CH2:14][CH3:15])=[O:12])C1C=CC=CC=1.F[C:26](F)(F)C(O)=O.CC(C)=O.C([O-])(=O)C.[Na+].[BH-](OC(C)=O)(OC(C)=O)OC(C)=O.[Na+].[OH-].[Na+]. (4) Given the product [CH2:25]([C:9]1[CH:8]=[C:7]([C:36]2[CH:35]=[N:34][C:33]([NH:32][C:29](=[O:31])[CH3:30])=[N:38][CH:37]=2)[CH:12]=[CH:11][C:10]=1[N:13]([CH3:24])[C:14]1[N:19]=[CH:18][C:17]2[N:20]=[CH:21][N:22]([CH3:23])[C:16]=2[CH:15]=1)[CH3:26], predict the reactants needed to synthesize it. The reactants are: FC(F)(F)S(O[C:7]1[CH:12]=[CH:11][C:10]([N:13]([CH3:24])[C:14]2[N:19]=[CH:18][C:17]3[N:20]=[CH:21][N:22]([CH3:23])[C:16]=3[CH:15]=2)=[C:9]([CH2:25][CH3:26])[CH:8]=1)(=O)=O.[C:29]([NH:32][C:33]1[N:38]=[CH:37][C:36](B2OC(C)(C)C(C)(C)O2)=[CH:35][N:34]=1)(=[O:31])[CH3:30].C(=O)([O-])[O-].[Cs+].[Cs+].O.